From a dataset of Reaction yield outcomes from USPTO patents with 853,638 reactions. Predict the reaction yield, written as a fraction of the theoretical maximum amount of product (1.0 means a 100% yield; for example, 0.34 means a 34% yield). (1) The reactants are [F:1][C:2]1[CH:3]=[C:4]([CH:22]2[CH2:26][CH2:25][CH2:24][N:23]2C([O-])=O)[CH:5]=[CH:6][C:7]=1[C:8](=O)[NH:9][C:10]1[CH:15]=[CH:14][CH:13]=[C:12]([C:16]([O:18]C)=[O:17])[C:11]=1[OH:20].[OH-].[Na+]. The catalyst is O. The product is [F:1][C:2]1[CH:3]=[C:4]([CH:22]2[CH2:26][CH2:25][CH2:24][NH:23]2)[CH:5]=[CH:6][C:7]=1[C:8]1[O:20][C:11]2[C:12]([C:16]([OH:18])=[O:17])=[CH:13][CH:14]=[CH:15][C:10]=2[N:9]=1. The yield is 0.690. (2) The reactants are Br[C:2]1[C:3]2[N:4]([CH:18]=[CH:19][N:20]=2)[N:5]=[C:6]([C:8]2[CH:9]=[C:10]([CH:15]=[CH:16][CH:17]=2)[C:11]([O:13][CH3:14])=[O:12])[CH:7]=1.[CH3:21][CH:22]1[CH2:26][CH2:25][CH:24]([CH3:27])[N:23]1[C:28]1[N:33]=[C:32]([NH2:34])[CH:31]=[CH:30][CH:29]=1.C1C=CC(P(C2C(C3C(P(C4C=CC=CC=4)C4C=CC=CC=4)=CC=C4C=3C=CC=C4)=C3C(C=CC=C3)=CC=2)C2C=CC=CC=2)=CC=1.C([O-])([O-])=O.[Cs+].[Cs+]. The catalyst is O1CCOCC1.C1C=CC(/C=C/C(/C=C/C2C=CC=CC=2)=O)=CC=1.C1C=CC(/C=C/C(/C=C/C2C=CC=CC=2)=O)=CC=1.C1C=CC(/C=C/C(/C=C/C2C=CC=CC=2)=O)=CC=1.[Pd].[Pd]. The product is [CH3:21][CH:22]1[CH2:26][CH2:25][CH:24]([CH3:27])[N:23]1[C:28]1[N:33]=[C:32]([NH:34][C:2]2[C:3]3[N:4]([CH:18]=[CH:19][N:20]=3)[N:5]=[C:6]([C:8]3[CH:9]=[C:10]([CH:15]=[CH:16][CH:17]=3)[C:11]([O:13][CH3:14])=[O:12])[CH:7]=2)[CH:31]=[CH:30][CH:29]=1. The yield is 0.560. (3) The reactants are [BrH:1].[CH:2]1([N:5]([C:13]2[N:18]3[N:19]=[CH:20][C:21]([CH:22]=[O:23])=[C:17]3[N:16]=[C:15]([C:24]3[CH:28]=[C:27]([CH2:29]O)[S:26][CH:25]=3)[CH:14]=2)C(=O)OC(C)(C)C)[CH2:4][CH2:3]1. The yield is 0.200. The catalyst is ClCCl. The product is [Br:1][CH2:29][C:27]1[S:26][CH:25]=[C:24]([C:15]2[CH:14]=[C:13]([NH:5][CH:2]3[CH2:4][CH2:3]3)[N:18]3[N:19]=[CH:20][C:21]([CH:22]=[O:23])=[C:17]3[N:16]=2)[CH:28]=1. (4) The reactants are [OH:1][C:2]1([CH2:9][N:10]2[CH2:15][CH2:14][C:13]3[NH:16][C:17]([CH:20]=O)=[C:18]([CH3:19])[C:12]=3[C:11]2=[O:22])[CH2:7][CH2:6][N:5]([CH3:8])[CH2:4][CH2:3]1.[Cl:23][C:24]1[CH:25]=[C:26]2[C:30](=[CH:31][CH:32]=1)[NH:29][C:28](=[O:33])[CH2:27]2. No catalyst specified. The product is [Cl:23][C:24]1[CH:25]=[C:26]2[C:30](=[CH:31][CH:32]=1)[NH:29][C:28](=[O:33])[C:27]2=[CH:20][C:17]1[NH:16][C:13]2[CH2:14][CH2:15][N:10]([CH2:9][C:2]3([OH:1])[CH2:7][CH2:6][N:5]([CH3:8])[CH2:4][CH2:3]3)[C:11](=[O:22])[C:12]=2[C:18]=1[CH3:19]. The yield is 0.591. (5) The reactants are CO.[NH2:3][C:4]1[CH:9]=[CH:8][CH:7]=[CH:6][C:5]=1[SH:10].Br[CH2:12][C:13]1[C:14]([CH2:19]Br)=[CH:15][CH:16]=[CH:17][CH:18]=1. The catalyst is C(OCC)C. The product is [NH2:3][C:4]1[CH:9]=[CH:8][CH:7]=[CH:6][C:5]=1[S:10][CH2:12][C:13]1[C:14]([CH2:19][S:10][C:5]2[CH:6]=[CH:7][CH:8]=[CH:9][C:4]=2[NH2:3])=[CH:15][CH:16]=[CH:17][CH:18]=1. The yield is 1.00. (6) The reactants are [Cl:1][C:2]1[C:10]2[NH:9][N:8]=[CH:7][C:6]=2[C:5]2[CH2:11][N:12]([CH2:22][C:23]3[CH:28]=[CH:27][N:26]=[CH:25][CH:24]=3)[C:13](=[O:21])[C@H:14]([CH2:16][C:17]([O:19]C)=[O:18])[CH2:15][C:4]=2[CH:3]=1. The catalyst is Cl. The product is [ClH:1].[ClH:1].[Cl:1][C:2]1[C:10]2[NH:9][N:8]=[CH:7][C:6]=2[C:5]2[CH2:11][N:12]([CH2:22][C:23]3[CH:24]=[CH:25][N:26]=[CH:27][CH:28]=3)[C:13](=[O:21])[C@H:14]([CH2:16][C:17]([OH:19])=[O:18])[CH2:15][C:4]=2[CH:3]=1. The yield is 0.830. (7) The reactants are [F:1][C:2]1[CH:3]=[C:4]([C:8]2[CH:22]=[CH:21][C:11]([C:12]([NH:14][C@H:15]3[C@H:19]([OH:20])[CH2:18][NH:17][CH2:16]3)=[O:13])=[CH:10][N:9]=2)[CH:5]=[CH:6][CH:7]=1.CCN(C(C)C)C(C)C.[C:32](Cl)(=[O:37])[C:33]([CH3:36])([CH3:35])[CH3:34]. The catalyst is CN(C=O)C. The product is [CH3:34][C:33]([CH3:36])([CH3:35])[C:32]([N:17]1[CH2:18][C@@H:19]([OH:20])[C@H:15]([NH:14][C:12](=[O:13])[C:11]2[CH:21]=[CH:22][C:8]([C:4]3[CH:5]=[CH:6][CH:7]=[C:2]([F:1])[CH:3]=3)=[N:9][CH:10]=2)[CH2:16]1)=[O:37]. The yield is 0.630.